Task: Regression/Classification. Given a drug SMILES string, predict its absorption, distribution, metabolism, or excretion properties. Task type varies by dataset: regression for continuous measurements (e.g., permeability, clearance, half-life) or binary classification for categorical outcomes (e.g., BBB penetration, CYP inhibition). Dataset: rlm.. Dataset: Rat liver microsome stability data (1) The molecule is CC(C)C(=O)Nc1cccc(NC(=O)c2cc3ccccc3o2)c1. The result is 1 (stable in rat liver microsomes). (2) The drug is CC#C[C@@H](Cc1nn[nH]n1)c1ccc(OCc2cc(Cl)c3scc(-c4ccc(OC)cc4C)c3c2)cc1. The result is 1 (stable in rat liver microsomes). (3) The drug is N#Cc1ccc2[nH]c(-c3ccccc3)c(C(C[N+](=O)[O-])c3cccs3)c2c1. The result is 1 (stable in rat liver microsomes). (4) The molecule is COc1ccc(OC)c(-c2[nH]c3c(C#N)cnn3c2NC2CCCCC2)c1. The result is 1 (stable in rat liver microsomes). (5) The result is 1 (stable in rat liver microsomes). The drug is CC(=O)c1c(Cl)c(C(=O)NOC[C@H](O)CO)c(Nc2ccc(I)cc2F)n1C.